Task: Regression. Given a peptide amino acid sequence and an MHC pseudo amino acid sequence, predict their binding affinity value. This is MHC class I binding data.. Dataset: Peptide-MHC class I binding affinity with 185,985 pairs from IEDB/IMGT The peptide sequence is EIWTKEGER. The MHC is HLA-A33:01 with pseudo-sequence HLA-A33:01. The binding affinity (normalized) is 0.642.